Dataset: Full USPTO retrosynthesis dataset with 1.9M reactions from patents (1976-2016). Task: Predict the reactants needed to synthesize the given product. (1) Given the product [C:1]([O:5][C:6]([N:8]([CH3:10])[NH:9][C:13]1[C:12]([F:11])=[CH:17][CH:16]=[CH:15][C:14]=1[F:18])=[O:7])([CH3:4])([CH3:3])[CH3:2], predict the reactants needed to synthesize it. The reactants are: [C:1]([O:5][C:6]([N:8]([CH3:10])[NH2:9])=[O:7])([CH3:4])([CH3:3])[CH3:2].[F:11][C:12]1[CH:17]=[CH:16][CH:15]=[C:14]([F:18])[C:13]=1B(O)O.C(N(CC)CC)C. (2) Given the product [Br:7][C:8]1[CH:24]=[N:23][C:11]2[NH:12][C:13]3[C:18]([C:10]=2[CH:9]=1)=[CH:17][C:16]([CH2:19][OH:20])=[CH:15][CH:14]=3, predict the reactants needed to synthesize it. The reactants are: [H-].[Al+3].[Li+].[H-].[H-].[H-].[Br:7][C:8]1[CH:24]=[N:23][C:11]2[NH:12][C:13]3[C:18]([C:10]=2[CH:9]=1)=[CH:17][C:16]([C:19](OC)=[O:20])=[CH:15][CH:14]=3.C(C(C(C([O-])=O)O)O)([O-])=O.[Na+].[K+].S([O-])([O-])(=O)=O.[Na+].[Na+]. (3) Given the product [NH2:15][C:14]1[NH:11][C:9](=[O:10])[C:3]2[N:4]=[C:5]([Cl:8])[CH:6]=[CH:7][C:2]=2[N:1]=1, predict the reactants needed to synthesize it. The reactants are: [NH2:1][C:2]1[C:3]([C:9]([NH2:11])=[O:10])=[N:4][C:5]([Cl:8])=[CH:6][CH:7]=1.Cl.Cl[C:14](N)=[NH:15].CS(C)(=O)=O.S1(CCCC1)(=O)=O.N. (4) Given the product [CH3:14][N:13]([CH3:15])[C:11]1[S:12][C:8]([C:6]2[CH:5]=[CH:4][N:3]=[C:2]([NH:45][C:41]3[CH:42]=[CH:43][CH:44]=[C:39]([CH2:38][N:33]4[CH2:34][CH2:35][CH2:36][CH2:37]4)[CH:40]=3)[N:7]=2)=[C:9]([C:16]2[CH:17]=[C:18]([NH:22][C:23](=[O:32])[C:24]3[C:29]([F:30])=[CH:28][CH:27]=[CH:26][C:25]=3[F:31])[CH:19]=[CH:20][CH:21]=2)[N:10]=1, predict the reactants needed to synthesize it. The reactants are: Cl[C:2]1[N:7]=[C:6]([C:8]2[S:12][C:11]([N:13]([CH3:15])[CH3:14])=[N:10][C:9]=2[C:16]2[CH:17]=[C:18]([NH:22][C:23](=[O:32])[C:24]3[C:29]([F:30])=[CH:28][CH:27]=[CH:26][C:25]=3[F:31])[CH:19]=[CH:20][CH:21]=2)[CH:5]=[CH:4][N:3]=1.[N:33]1([CH2:38][C:39]2[CH:40]=[C:41]([NH2:45])[CH:42]=[CH:43][CH:44]=2)[CH2:37][CH2:36][CH2:35][CH2:34]1. (5) Given the product [CH2:28]([N:18]1[N:17]=[C:16]([CH:13]2[CH2:14][CH2:15][N:10]([C:7]3[CH:6]=[CH:5][C:4]([N+:1]([O-:3])=[O:2])=[CH:9][CH:8]=3)[CH2:11][CH2:12]2)[O:20][C:19]1=[O:21])[C:22]1[CH:27]=[CH:26][CH:25]=[CH:24][CH:23]=1, predict the reactants needed to synthesize it. The reactants are: [N+:1]([C:4]1[CH:9]=[CH:8][C:7]([N:10]2[CH2:15][CH2:14][CH:13]([C:16]3[O:20][C:19](=[O:21])[NH:18][N:17]=3)[CH2:12][CH2:11]2)=[CH:6][CH:5]=1)([O-:3])=[O:2].[C:22]1([CH2:28]Br)[CH:27]=[CH:26][CH:25]=[CH:24][CH:23]=1.C([O-])([O-])=O.[K+].[K+]. (6) Given the product [K:1].[CH2:17]([O:19][C:20](=[O:26])[C:21](=[O:22])[CH2:13][C:11]1[C:10]([N+:14]([O-:16])=[O:15])=[CH:9][N:8]=[C:7]([O:6][CH2:5][CH2:4][O:3][CH3:2])[CH:12]=1)[CH3:18], predict the reactants needed to synthesize it. The reactants are: [K:1].[CH3:2][O:3][CH2:4][CH2:5][O:6][C:7]1[CH:12]=[C:11]([CH3:13])[C:10]([N+:14]([O-:16])=[O:15])=[CH:9][N:8]=1.[CH2:17]([O:19][C:20](=[O:26])[C:21](OCC)=[O:22])[CH3:18].